This data is from Drug half-life prediction data from Obach et al.. The task is: Regression/Classification. Given a drug SMILES string, predict its absorption, distribution, metabolism, or excretion properties. Task type varies by dataset: regression for continuous measurements (e.g., permeability, clearance, half-life) or binary classification for categorical outcomes (e.g., BBB penetration, CYP inhibition). For this dataset (half_life_obach), we predict log10(half-life) (log10 of half-life in hours). (1) The compound is Cc1ccc(-c2nc3ccc(C)cn3c2CC(=O)N(C)C)cc1. The log10(half-life) is 0.230. (2) The log10(half-life) is 0.320. The drug is CCCNCC(O)COc1ccccc1C(=O)CCc1ccccc1. (3) The drug is CCN1CCN(C(=O)N[C@@H](C(=O)N[C@@H]2C(=O)N3C(C(=O)O)=C(CSc4nnnn4C)CS[C@H]23)c2ccc(O)cc2)C(=O)C1=O. The log10(half-life) is 0.260. (4) The molecule is CCCC(C)(COC(N)=O)COC(N)=O. The log10(half-life) is 1.15.